This data is from Full USPTO retrosynthesis dataset with 1.9M reactions from patents (1976-2016). The task is: Predict the reactants needed to synthesize the given product. (1) Given the product [NH2:8][C:9]1[N:10]=[CH:11][C:12]([CH:1]=[CH:17][C:16]([OH:19])=[O:18])=[CH:13][CH:14]=1, predict the reactants needed to synthesize it. The reactants are: [CH2:1](N(CC)CC)C.[NH2:8][C:9]1[CH:14]=[CH:13][C:12](Br)=[CH:11][N:10]=1.[C:16]([OH:19])(=[O:18])[CH3:17]. (2) Given the product [Cl:1][C:2]1[CH:11]=[C:10]([F:12])[C:9]([N+:13]([O-:15])=[O:14])=[CH:8][C:3]=1[NH:4][C:5](=[O:7])[CH3:6], predict the reactants needed to synthesize it. The reactants are: [Cl:1][C:2]1[CH:11]=[C:10]([F:12])[CH:9]=[CH:8][C:3]=1[NH:4][C:5](=[O:7])[CH3:6].[N+:13]([O-])([OH:15])=[O:14].O.